This data is from Full USPTO retrosynthesis dataset with 1.9M reactions from patents (1976-2016). The task is: Predict the reactants needed to synthesize the given product. The reactants are: [N:1]1[CH:6]=[CH:5][CH:4]=[CH:3][C:2]=1[CH2:7][NH2:8].[CH:9]1([C:12](=O)[CH3:13])[CH2:11][CH2:10]1.[BH4-].[Na+]. Given the product [CH:9]1([CH:12]([NH:8][CH2:7][C:2]2[CH:3]=[CH:4][CH:5]=[CH:6][N:1]=2)[CH3:13])[CH2:11][CH2:10]1, predict the reactants needed to synthesize it.